This data is from Forward reaction prediction with 1.9M reactions from USPTO patents (1976-2016). The task is: Predict the product of the given reaction. Given the reactants [Cl:1][C:2]1[CH:7]=[CH:6][C:5]([NH2:8])=[CH:4][CH:3]=1.[Br:9][C:10]1[CH:17]=[CH:16][CH:15]=[CH:14][C:11]=1[CH:12]=O.[CH2:18]=[C:19]([CH3:21])[CH3:20].FC(F)(F)S([O-])(=O)=O.[Yb+3].FC(F)(F)S([O-])(=O)=O.FC(F)(F)S([O-])(=O)=O, predict the reaction product. The product is: [Br:9][C:10]1[CH:17]=[CH:16][CH:15]=[CH:14][C:11]=1[CH:12]1[CH2:18][C:19]([CH3:21])([CH3:20])[C:6]2[C:5](=[CH:4][CH:3]=[C:2]([Cl:1])[CH:7]=2)[NH:8]1.